This data is from Full USPTO retrosynthesis dataset with 1.9M reactions from patents (1976-2016). The task is: Predict the reactants needed to synthesize the given product. Given the product [Br:9][C:10]1[CH:11]=[C:12]([S:16][C:2]2[C:7]([OH:8])=[CH:6][CH:5]=[CH:4][N:3]=2)[CH:13]=[CH:14][CH:15]=1, predict the reactants needed to synthesize it. The reactants are: Br[C:2]1[C:7]([OH:8])=[CH:6][CH:5]=[CH:4][N:3]=1.[Br:9][C:10]1[CH:11]=[C:12]([SH:16])[CH:13]=[CH:14][CH:15]=1.CC(C)=O.C(OCC)(=O)C.